This data is from Peptide-MHC class I binding affinity with 185,985 pairs from IEDB/IMGT. The task is: Regression. Given a peptide amino acid sequence and an MHC pseudo amino acid sequence, predict their binding affinity value. This is MHC class I binding data. (1) The peptide sequence is SPLPITLKY. The MHC is HLA-B15:01 with pseudo-sequence HLA-B15:01. The binding affinity (normalized) is 0.0847. (2) The peptide sequence is GHMMVIFRL. The MHC is HLA-A02:11 with pseudo-sequence HLA-A02:11. The binding affinity (normalized) is 0.0847. (3) The peptide sequence is RYPLTFGW. The MHC is HLA-B42:01 with pseudo-sequence HLA-B42:01. The binding affinity (normalized) is 0.424. (4) The peptide sequence is TVDHMAII. The MHC is HLA-A02:03 with pseudo-sequence HLA-A02:03. The binding affinity (normalized) is 0.124. (5) The peptide sequence is YTGNYQCGHY. The MHC is HLA-A29:02 with pseudo-sequence HLA-A29:02. The binding affinity (normalized) is 0.712.